Task: Predict the reaction yield, written as a fraction of the theoretical maximum amount of product (1.0 means a 100% yield; for example, 0.34 means a 34% yield).. Dataset: Reaction yield outcomes from USPTO patents with 853,638 reactions (1) The reactants are [CH3:1][O:2][C:3](=[O:12])[C:4]1[CH:9]=[C:8](Br)[C:7]([Cl:11])=[N:6][CH:5]=1.[Cl:13][C:14]1[CH:19]=[CH:18][C:17](B(O)O)=[CH:16][CH:15]=1.C(=O)([O-])[O-].[Na+].[Na+]. The catalyst is C1(C)C=CC=CC=1. The product is [CH3:1][O:2][C:3](=[O:12])[C:4]1[CH:9]=[C:8]([C:17]2[CH:18]=[CH:19][C:14]([Cl:13])=[CH:15][CH:16]=2)[C:7]([Cl:11])=[N:6][CH:5]=1. The yield is 0.720. (2) The reactants are [C:1]([C:3]1[CH:11]=[CH:10][C:6]([C:7](Cl)=[O:8])=[CH:5][CH:4]=1)#[N:2].[C:12]([N:16]1[C:20](=[O:21])[C:19]([NH:22][CH:23]2[CH2:28][CH2:27][NH:26][CH2:25][CH2:24]2)=[C:18]([C:29]2[CH:34]=[CH:33][CH:32]=[CH:31][CH:30]=2)[S:17]1(=[O:36])=[O:35])([CH3:15])([CH3:14])[CH3:13]. The catalyst is CN(C=O)C. The product is [C:12]([N:16]1[C:20](=[O:21])[C:19]([NH:22][CH:23]2[CH2:28][CH2:27][N:26]([C:7]([C:6]3[CH:10]=[CH:11][C:3]([C:1]#[N:2])=[CH:4][CH:5]=3)=[O:8])[CH2:25][CH2:24]2)=[C:18]([C:29]2[CH:30]=[CH:31][CH:32]=[CH:33][CH:34]=2)[S:17]1(=[O:36])=[O:35])([CH3:15])([CH3:13])[CH3:14]. The yield is 0.110. (3) The reactants are [NH2:1][C:2]1[CH:3]=[C:4]2[C:9](=[CH:10][CH:11]=1)[N:8]=[CH:7][C:6]([C:12]#[N:13])=[C:5]2[NH:14][C:15]1[CH:20]=[CH:19][C:18]([F:21])=[C:17]([Cl:22])[CH:16]=1.[N:23]1[CH:28]=[CH:27][CH:26]=[CH:25][C:24]=1[C:29](=O)[CH3:30].[BH3-]C#N.[Na+]. The catalyst is CCO. The product is [Cl:22][C:17]1[CH:16]=[C:15]([NH:14][C:5]2[C:4]3[C:9](=[CH:10][CH:11]=[C:2]([NH:1][CH:29]([C:24]4[CH:25]=[CH:26][CH:27]=[CH:28][N:23]=4)[CH3:30])[CH:3]=3)[N:8]=[CH:7][C:6]=2[C:12]#[N:13])[CH:20]=[CH:19][C:18]=1[F:21]. The yield is 0.420. (4) The reactants are [CH3:1][N:2]([CH3:12])[C:3]1[CH:8]=[CH:7][C:6](B(O)O)=[CH:5][CH:4]=1.[CH3:13][CH:14]([NH:16][CH2:17][CH2:18][CH2:19][N:20]1[C:29]([S:30][C:31]2[CH:36]=[C:35]3[O:37][CH2:38][O:39][C:34]3=[CH:33][C:32]=2I)=[N:28][C:22]2[C:23]([NH2:27])=[N:24][CH:25]=[N:26][C:21]1=2)[CH3:15].C([O-])(O)=O.[Na+].CN(C=O)C. The catalyst is Cl[Pd](Cl)([P](C1C=CC=CC=1)(C1C=CC=CC=1)C1C=CC=CC=1)[P](C1C=CC=CC=1)(C1C=CC=CC=1)C1C=CC=CC=1.O. The product is [CH3:1][N:2]([CH3:12])[C:3]1[CH:8]=[CH:7][C:6]([C:32]2[C:31]([S:30][C:29]3[N:20]([CH2:19][CH2:18][CH2:17][NH:16][CH:14]([CH3:15])[CH3:13])[C:21]4[C:22]([N:28]=3)=[C:23]([NH2:27])[N:24]=[CH:25][N:26]=4)=[CH:36][C:35]3[O:37][CH2:38][O:39][C:34]=3[CH:33]=2)=[CH:5][CH:4]=1. The yield is 0.850. (5) The reactants are C(OP([CH2:9][C:10]#[N:11])(=O)OCC)C.C[Si]([N-][Si](C)(C)C)(C)C.[Li+].[O:22]1[CH2:28][CH2:27][CH2:26][O:25][C:24]2[CH:29]=[C:30]([C:33]([C:35]3[CH:40]=[C:39]([O:41][CH3:42])[CH:38]=[C:37]([O:43][CH3:44])[CH:36]=3)=O)[CH:31]=[CH:32][C:23]1=2. The catalyst is C1COCC1. The product is [O:22]1[CH2:28][CH2:27][CH2:26][O:25][C:24]2[CH:29]=[C:30]([C:33]([C:35]3[CH:36]=[C:37]([O:43][CH3:44])[CH:38]=[C:39]([O:41][CH3:42])[CH:40]=3)=[CH:9][C:10]#[N:11])[CH:31]=[CH:32][C:23]1=2. The yield is 0.890. (6) The reactants are [CH2:1]([O:8][C:9]1[C:18]2[C:13](=[CH:14][CH:15]=[C:16]([F:19])[CH:17]=2)[CH:12]=[C:11]([CH2:20]Cl)[C:10]=1[CH3:22])[C:2]1[CH:7]=[CH:6][CH:5]=[CH:4][CH:3]=1.C1[CH2:27][O:26][CH2:25]C1.CO.C([O-])([O-])=[O:31].[K+].[K+]. The catalyst is O.Cl[Pd](Cl)([P](C1C=CC=CC=1)(C1C=CC=CC=1)C1C=CC=CC=1)[P](C1C=CC=CC=1)(C1C=CC=CC=1)C1C=CC=CC=1. The product is [CH3:25][O:26][C:27](=[O:31])[CH2:20][C:11]1[C:10]([CH3:22])=[C:9]([O:8][CH2:1][C:2]2[CH:7]=[CH:6][CH:5]=[CH:4][CH:3]=2)[C:18]2[C:13](=[CH:14][CH:15]=[C:16]([F:19])[CH:17]=2)[CH:12]=1. The yield is 0.978. (7) The reactants are [Br:1][C:2]1[CH:3]=[C:4]([CH:6]=[CH:7][CH:8]=1)[NH2:5].Cl.[O:10]=[C:11](Cl)OC(Cl)(Cl)Cl.[CH:18]1([C:24]2[CH:29]=[CH:28][C:27]([NH:30][CH2:31][C:32]3[CH:40]=[CH:39][C:35]([C:36]([OH:38])=[O:37])=[CH:34][CH:33]=3)=[CH:26][CH:25]=2)[CH2:23][CH2:22][CH2:21][CH2:20][CH2:19]1. The catalyst is C(OCC)C.C(OCC)(=O)C.C1(C)C=CC=CC=1. The product is [Br:1][C:2]1[CH:3]=[C:4]([NH:5][C:11](=[O:10])[N:30]([CH2:31][C:32]2[CH:40]=[CH:39][C:35]([C:36]([OH:38])=[O:37])=[CH:34][CH:33]=2)[C:27]2[CH:28]=[CH:29][C:24]([CH:18]3[CH2:19][CH2:20][CH2:21][CH2:22][CH2:23]3)=[CH:25][CH:26]=2)[CH:6]=[CH:7][CH:8]=1. The yield is 0.940. (8) The reactants are [CH3:1][C@:2]12[CH2:19][CH2:18][C@H:17]3[C@@H:7]([C@@H:8]([OH:21])[CH:9]=[C:10]4[C@:15]3([CH3:16])[CH2:14][CH2:13][C@H:12]([OH:20])[CH2:11]4)[C@@H:6]1[CH2:5][CH2:4][C:3]2=[O:22].[CH3:23][Si:24](N[Si:24]([CH3:26])([CH3:25])[CH3:23])([CH3:26])[CH3:25]. The catalyst is S1(C2C(=CC=CC=2)C(=O)N1)(=O)=O.C(#N)C. The product is [CH3:23][Si:24]([CH3:26])([CH3:25])[O:20][C@H:12]1[CH2:13][CH2:14][C@@:15]2([CH3:16])[C:10](=[CH:9][C@H:8]([O:21][Si:24]([CH3:26])([CH3:25])[CH3:23])[C@@H:7]3[C@@H:17]2[CH2:18][CH2:19][C@@:2]2([CH3:1])[C@H:6]3[CH2:5][CH2:4][C:3]2=[O:22])[CH2:11]1. The yield is 0.810. (9) The reactants are [F:1][C:2]([F:10])([F:9])[CH2:3][CH2:4][CH2:5][C:6]([OH:8])=[O:7].ClC(Cl)(Cl)C(=N)O[C:15]([CH3:18])([CH3:17])[CH3:16].B(F)(F)F.CCOCC.C([O-])(O)=O.[Na+]. The catalyst is C1COCC1.CCCCCC. The product is [F:1][C:2]([F:10])([F:9])[CH2:3][CH2:4][CH2:5][C:6]([O:8][C:15]([CH3:18])([CH3:17])[CH3:16])=[O:7]. The yield is 0.980.